Dataset: Reaction yield outcomes from USPTO patents with 853,638 reactions. Task: Predict the reaction yield, written as a fraction of the theoretical maximum amount of product (1.0 means a 100% yield; for example, 0.34 means a 34% yield). (1) The reactants are [OH-].[Na+].[C:3]([O:7][C:8]([NH:10][C:11]1[CH:12]=[CH:13][C:14]([C:17]2[N:21]([C:22]3[CH:23]=[N:24][CH:25]=[CH:26][CH:27]=3)[N:20]=[C:19]([C:28]([O:30]CC)=[O:29])[CH:18]=2)=[N:15][CH:16]=1)=[O:9])([CH3:6])([CH3:5])[CH3:4]. The catalyst is C(O)C. The product is [C:3]([O:7][C:8]([NH:10][C:11]1[CH:12]=[CH:13][C:14]([C:17]2[N:21]([C:22]3[CH:23]=[N:24][CH:25]=[CH:26][CH:27]=3)[N:20]=[C:19]([C:28]([OH:30])=[O:29])[CH:18]=2)=[N:15][CH:16]=1)=[O:9])([CH3:6])([CH3:4])[CH3:5]. The yield is 0.758. (2) The reactants are Br[C:2]1[O:6][C:5]([CH2:7][N:8]2[C:16]3[C:11](=[CH:12][CH:13]=[CH:14][CH:15]=3)[C:10]3([C:20]4=[CH:21][C:22]5[O:26][CH2:25][O:24][C:23]=5[CH:27]=[C:19]4[O:18][CH2:17]3)[C:9]2=[O:28])=[CH:4][CH:3]=1.[CH3:29][S:30]([O-:32])=[O:31].[Na+].N1CCC[C@H]1C(O)=O. The catalyst is [Cu]I.CS(C)=O. The product is [CH3:29][S:30]([C:2]1[O:6][C:5]([CH2:7][N:8]2[C:16]3[C:11](=[CH:12][CH:13]=[CH:14][CH:15]=3)[C:10]3([C:20]4=[CH:21][C:22]5[O:26][CH2:25][O:24][C:23]=5[CH:27]=[C:19]4[O:18][CH2:17]3)[C:9]2=[O:28])=[CH:4][CH:3]=1)(=[O:32])=[O:31]. The yield is 0.710.